This data is from Forward reaction prediction with 1.9M reactions from USPTO patents (1976-2016). The task is: Predict the product of the given reaction. (1) Given the reactants Cl[C:2]1[N:3]=[C:4]2[C:9](=[CH:10][CH:11]=1)[N:8]=[CH:7][C:6]([C:12]([CH:14]1[CH2:17][CH2:16][CH2:15]1)=[O:13])=[C:5]2[NH:18][C:19]1[CH:20]=[CH:21][C:22]([N:25]2[CH2:30][CH2:29][CH2:28][C@H:27]([NH:31][C:32](=[O:38])[O:33][C:34]([CH3:37])([CH3:36])[CH3:35])[CH2:26]2)=[N:23][CH:24]=1.[Cl:39][C:40]1[CH:45]=[C:44](B2OC(C)(C)C(C)(C)O2)[CH:43]=[C:42]([F:55])[C:41]=1[OH:56], predict the reaction product. The product is: [Cl:39][C:40]1[CH:45]=[C:44]([C:2]2[N:3]=[C:4]3[C:9](=[CH:10][CH:11]=2)[N:8]=[CH:7][C:6]([C:12]([CH:14]2[CH2:15][CH2:16][CH2:17]2)=[O:13])=[C:5]3[NH:18][C:19]2[CH:20]=[CH:21][C:22]([N:25]3[CH2:30][CH2:29][CH2:28][C@H:27]([NH:31][C:32](=[O:38])[O:33][C:34]([CH3:36])([CH3:35])[CH3:37])[CH2:26]3)=[N:23][CH:24]=2)[CH:43]=[C:42]([F:55])[C:41]=1[OH:56]. (2) Given the reactants [Si:1]([O:18][CH2:19][C@H:20]1[O:24][C@@H:23]([N:25]2[CH:32]=[C:31]([CH3:33])[C:29](=[O:30])[N:28](COCC3C=CC=CC=3)[C:26]2=[O:27])[C@H:22]([O:43][CH2:44][CH2:45][OH:46])[C@@H:21]1[OH:47])([C:14]([CH3:17])([CH3:16])[CH3:15])([C:8]1[CH:13]=[CH:12][CH:11]=[CH:10][CH:9]=1)[C:2]1[CH:7]=[CH:6][CH:5]=[CH:4][CH:3]=1, predict the reaction product. The product is: [Si:1]([O:18][CH2:19][C@H:20]1[O:24][C@@H:23]([N:25]2[CH:32]=[C:31]([CH3:33])[C:29](=[O:30])[NH:28][C:26]2=[O:27])[C@H:22]([O:43][CH2:44][CH2:45][OH:46])[C@@H:21]1[OH:47])([C:14]([CH3:16])([CH3:15])[CH3:17])([C:8]1[CH:9]=[CH:10][CH:11]=[CH:12][CH:13]=1)[C:2]1[CH:7]=[CH:6][CH:5]=[CH:4][CH:3]=1. (3) Given the reactants [NH2:1][C:2]1[N:10]=[C:9]2[C:5]([N:6]=[CH:7][N:8]2[C@@H:11]2[O:17][C@H:16]([CH2:18][OH:19])[C@@H:14]([OH:15])[C@@:12]2([CH3:20])[OH:13])=[C:4](Cl)[N:3]=1.CO.Cl.[NH2:25][CH2:26][C:27]([NH2:29])=[O:28], predict the reaction product. The product is: [NH2:1][C:2]1[N:10]=[C:9]2[C:5]([N:6]=[CH:7][N:8]2[C@@H:11]2[O:17][C@H:16]([CH2:18][OH:19])[C@@H:14]([OH:15])[C@@:12]2([CH3:20])[OH:13])=[C:4]([NH:25][CH2:26][C:27]([NH2:29])=[O:28])[N:3]=1. (4) Given the reactants [N+:1]([C:4]1[CH:5]=[C:6]([NH:10][C:11]2[N:18]=[CH:17][CH:16]=[CH:15][C:12]=2[CH:13]=O)[CH:7]=[CH:8][CH:9]=1)([O-:3])=[O:2].[N:19]1[CH:24]=[CH:23][CH:22]=[C:21]([CH2:25][CH2:26][CH2:27][CH2:28][CH2:29][CH2:30][C:31](OC)=[O:32])[CH:20]=1.[Li+].CC([N-]C(C)C)C, predict the reaction product. The product is: [N+:1]([C:4]1[CH:5]=[C:6]([N:10]2[C:11]3[C:12](=[CH:15][CH:16]=[CH:17][N:18]=3)[CH:13]=[C:30]([CH2:29][CH2:28][CH2:27][CH2:26][CH2:25][C:21]3[CH:20]=[N:19][CH:24]=[CH:23][CH:22]=3)[C:31]2=[O:32])[CH:7]=[CH:8][CH:9]=1)([O-:3])=[O:2].